This data is from Reaction yield outcomes from USPTO patents with 853,638 reactions. The task is: Predict the reaction yield, written as a fraction of the theoretical maximum amount of product (1.0 means a 100% yield; for example, 0.34 means a 34% yield). The reactants are [Br-].C1(C([PH3+])(C2C=CC=CC=2)C2C=CC=CC=2)C=CC=CC=1.[CH3:22][C:23]([CH3:26])([O-])[CH3:24].[K+].O=C1C[CH2:33][CH:32]([C:35]([O:37][CH2:38][CH3:39])=[O:36])[CH2:31]C1.O. The catalyst is C1COCC1. The product is [CH2:22]=[C:23]1[CH2:26][CH2:33][CH:32]([C:35]([O:37][CH2:38][CH3:39])=[O:36])[CH2:31][CH2:24]1. The yield is 0.957.